This data is from Forward reaction prediction with 1.9M reactions from USPTO patents (1976-2016). The task is: Predict the product of the given reaction. (1) Given the reactants [CH3:1][C:2]1[C:7]2[NH:8][CH:9]=[N:10][C:6]=2[C:5]([C:11](O)=O)=[CH:4][C:3]=1[N+:14]([O-:16])=[O:15].O=P(Cl)(Cl)Cl.S(N)([NH2:25])(=O)=O, predict the reaction product. The product is: [CH3:1][C:2]1[C:7]2[NH:8][CH:9]=[N:10][C:6]=2[C:5]([C:11]#[N:25])=[CH:4][C:3]=1[N+:14]([O-:16])=[O:15]. (2) Given the reactants [Cl:1][C:2]1[CH:7]=[CH:6][C:5]([NH:8][C:9]2[N:17]=[C:16]([NH:18][NH2:19])[N:15]=[C:14]3[C:10]=2[N:11]=[CH:12][N:13]3[CH3:20])=[CH:4][CH:3]=1.[O:21]1[CH:25]=[CH:24][CH:23]=[C:22]1[C:26](=O)[CH2:27][C:28](=O)[CH3:29], predict the reaction product. The product is: [Cl:1][C:2]1[CH:7]=[CH:6][C:5]([NH:8][C:9]2[N:17]=[C:16]([N:18]3[C:28]([CH3:29])=[CH:27][C:26]([C:22]4[O:21][CH:25]=[CH:24][CH:23]=4)=[N:19]3)[N:15]=[C:14]3[C:10]=2[N:11]=[CH:12][N:13]3[CH3:20])=[CH:4][CH:3]=1. (3) The product is: [N:10]1[CH:9]=[CH:8][N:6]2[C:5]=1[CH:4]=[CH:3][C:2]([C:15]1[CH:16]=[CH:17][C:12]([OH:11])=[CH:13][CH:14]=1)=[N:7]2. Given the reactants Cl[C:2]1[CH:3]=[CH:4][C:5]2[N:6]([CH:8]=[CH:9][N:10]=2)[N:7]=1.[OH:11][C:12]1[CH:17]=[CH:16][C:15](B(O)O)=[CH:14][CH:13]=1.C(=O)([O-])[O-].[K+].[K+].CCOC(C)=O, predict the reaction product. (4) Given the reactants P(C(C)(C)C)(C(C)(C)C)C(C)(C)C.CC(C)([O-])C.[Na+].Br[C:21]1(Br)[CH2:26][CH:25]=[CH:24][CH:23]=[C:22]1[C:27]1[CH:32]=[CH:31][CH:30]=[CH:29][CH:28]=1.[N:34]1[C:38]2=[CH:39][C:40]3[O:41][C:42]4[C:47]([C:48]=3[CH:49]=[C:37]2[S:36][C:35]=1[NH2:50])=[CH:46][CH:45]=[CH:44][CH:43]=4, predict the reaction product. The product is: [CH:26]1[C:21]2[N:50]([C:35]3[S:36][C:37]4[C:38]([N:34]=3)=[CH:39][C:40]3[O:41][C:42]5[C:47]([C:48]=3[CH:49]=4)=[CH:46][CH:45]=[CH:44][CH:43]=5)[C:32]3[C:27](=[CH:28][CH:29]=[CH:30][CH:31]=3)[C:22]=2[CH:23]=[CH:24][CH:25]=1. (5) Given the reactants [Cl:1][C:2]1[CH:3]=[C:4]([C:9]2([C:26]([F:29])([F:28])[F:27])[O:13][N:12]=[C:11]([C:14]3[N:15]4[C:19]([C:20]([C:23]([OH:25])=O)=[CH:21][CH:22]=3)=[CH:18][CH:17]=[CH:16]4)[CH2:10]2)[CH:5]=[C:6]([Cl:8])[CH:7]=1.CCN(C(C)C)C(C)C.CN(C(ON1N=NC2C=CC=NC1=2)=[N+](C)C)C.F[P-](F)(F)(F)(F)F.Cl.[NH2:64][CH2:65][C:66]1[CH:67]=[CH:68][C:69]2[C:73]([CH2:76][F:77])([CH2:74][F:75])[O:72][B:71]([OH:78])[C:70]=2[CH:79]=1, predict the reaction product. The product is: [F:77][CH2:76][C:73]1([CH2:74][F:75])[O:72][B:71]([OH:78])[C:70]2[CH:79]=[C:66]([CH2:65][NH:64][C:23]([C:20]3[C:19]4[N:15]([CH:16]=[CH:17][CH:18]=4)[C:14]([C:11]4[CH2:10][C:9]([C:4]5[CH:3]=[C:2]([Cl:1])[CH:7]=[C:6]([Cl:8])[CH:5]=5)([C:26]([F:29])([F:27])[F:28])[O:13][N:12]=4)=[CH:22][CH:21]=3)=[O:25])[CH:67]=[CH:68][C:69]1=2. (6) Given the reactants [C:1]([C:3]1[CH:4]=[C:5]([C:9]2[CH:10]=[C:11]3[C:16](=[CH:17][CH:18]=2)[CH:15]=[C:14]([CH2:19][CH2:20]OS(C)(=O)=O)[CH:13]=[CH:12]3)[CH:6]=[N:7][CH:8]=1)#[N:2].[CH3:26][C@@H:27]1[CH2:31][CH2:30][CH2:29][NH:28]1.C(=O)([O-])[O-].[Cs+].[Cs+], predict the reaction product. The product is: [CH3:26][C@@H:27]1[CH2:31][CH2:30][CH2:29][N:28]1[CH2:20][CH2:19][C:14]1[CH:15]=[C:16]2[C:11](=[CH:12][CH:13]=1)[CH:10]=[C:9]([C:5]1[CH:6]=[N:7][CH:8]=[C:3]([CH:4]=1)[C:1]#[N:2])[CH:18]=[CH:17]2.